This data is from Full USPTO retrosynthesis dataset with 1.9M reactions from patents (1976-2016). The task is: Predict the reactants needed to synthesize the given product. (1) Given the product [Br:10][C:11]1[CH:20]=[C:19]2[C:14]([CH2:15][CH2:16][N:17]([C:7]([CH:4]3[CH2:3][CH2:2][O:1][CH2:6][CH2:5]3)=[O:9])[CH2:18]2)=[CH:13][CH:12]=1, predict the reactants needed to synthesize it. The reactants are: [O:1]1[CH2:6][CH2:5][CH:4]([C:7]([OH:9])=O)[CH2:3][CH2:2]1.[Br:10][C:11]1[CH:20]=[C:19]2[C:14]([CH2:15][CH2:16][N:17](C=O)[CH2:18]2)=[CH:13][CH:12]=1.[B-](F)(F)(F)F.CN(C(ON1C(=O)C=CC=C1)=[N+](C)C)C.C1C=CC2N(O)N=NC=2C=1.C(N(C(C)C)C(C)C)C.Cl. (2) The reactants are: [CH3:1][CH:2]([O:6][C:7]([CH3:9])=[O:8])[CH2:3][O:4][CH3:5].[C:10]([OH:19])(=[O:18])[CH2:11][CH2:12][CH2:13][CH2:14][CH2:15][CH2:16][CH3:17].[O-]CCCC. Given the product [C:10]([OH:19])(=[O:18])[CH2:11][CH2:12][CH2:13][CH2:14][CH2:15][CH2:16][CH3:17].[CH3:1][CH:2]([O:6][C:7]([CH3:9])=[O:8])[CH2:3][O:4][CH3:5], predict the reactants needed to synthesize it. (3) Given the product [CH2:10]([O:9][C:6]1[C:7]([F:8])=[C:2]([O:28][C:22]2[C:21]([F:20])=[CH:26][CH:25]=[CH:24][C:23]=2[F:27])[N:3]=[CH:4][N:5]=1)[C:11]#[C:12][CH3:13], predict the reactants needed to synthesize it. The reactants are: Cl[C:2]1[C:7]([F:8])=[C:6]([O:9][CH2:10][C:11]#[C:12][CH3:13])[N:5]=[CH:4][N:3]=1.C(=O)([O-])[O-].[K+].[K+].[F:20][C:21]1[CH:26]=[CH:25][CH:24]=[C:23]([F:27])[C:22]=1[OH:28].[Cl-].[NH4+]. (4) Given the product [Cl:1][C:2]1[C:10]([F:11])=[CH:9][CH:8]=[CH:7][C:3]=1[C:4]([NH:20][CH2:19][CH:18]([C:21]1[CH:22]=[N:23][C:24]([C:27]([F:30])([F:29])[F:28])=[N:25][CH:26]=1)[CH2:17][C:14]1([C:13]([F:12])([F:31])[F:32])[CH2:16][CH2:15]1)=[O:6], predict the reactants needed to synthesize it. The reactants are: [Cl:1][C:2]1[C:10]([F:11])=[CH:9][CH:8]=[CH:7][C:3]=1[C:4]([OH:6])=O.[F:12][C:13]([F:32])([F:31])[C:14]1([CH2:17][CH:18]([C:21]2[CH:22]=[N:23][C:24]([C:27]([F:30])([F:29])[F:28])=[N:25][CH:26]=2)[CH2:19][NH2:20])[CH2:16][CH2:15]1. (5) Given the product [CH3:1][C:2]1[CH:7]=[CH:6][C:5]([CH3:8])=[CH:4][C:3]=1[S:9][CH2:19][CH2:20][CH2:21][C:22]([OH:24])=[O:23], predict the reactants needed to synthesize it. The reactants are: [CH3:1][C:2]1[CH:7]=[CH:6][C:5]([CH3:8])=[CH:4][C:3]=1[S:9]CCCCCC(O)=O.Br[CH2:19][CH2:20][CH2:21][C:22]([O:24]CC)=[O:23].CC1C=CC(C)=CC=1S.[OH-].[K+]. (6) Given the product [Cl:1][C:2]1[CH:11]=[C:10]2[C:5]([C:6](=[O:26])[N:7]([S:13]([C:16]3[CH:17]=[C:18]([NH:25][C:27](=[O:30])[CH2:28][CH3:29])[C:19](=[CH:23][CH:24]=3)[C:20]([O:22][C:5]([CH3:10])([CH3:6])[CH3:4])=[O:21])(=[O:15])=[O:14])[C:8](=[O:12])[NH:9]2)=[CH:4][CH:3]=1, predict the reactants needed to synthesize it. The reactants are: [Cl:1][C:2]1[CH:11]=[C:10]2[C:5]([C:6](=[O:26])[N:7]([S:13]([C:16]3[CH:17]=[C:18]([NH2:25])[C:19](=[CH:23][CH:24]=3)[C:20]([OH:22])=[O:21])(=[O:15])=[O:14])[C:8](=[O:12])[NH:9]2)=[CH:4][CH:3]=1.[C:27](Cl)(=[O:30])[CH2:28][CH3:29].O.